From a dataset of Full USPTO retrosynthesis dataset with 1.9M reactions from patents (1976-2016). Predict the reactants needed to synthesize the given product. (1) Given the product [C:1]([O:5][C:6]([N:8]([CH2:21][C@@H:22]1[C@@H:26]([C:27]2[CH:32]=[CH:31][CH:30]=[CH:29][CH:28]=2)[CH2:25][N:24]([C:33]([N:35]2[CH2:36][CH2:37][CH:38]([C:41]([OH:43])=[O:42])[CH2:39][CH2:40]2)=[O:34])[CH2:23]1)[C@@H:9]([C:11]1[C:20]2[C:15](=[CH:16][CH:17]=[CH:18][CH:19]=2)[CH:14]=[CH:13][CH:12]=1)[CH3:10])=[O:7])([CH3:2])([CH3:3])[CH3:4], predict the reactants needed to synthesize it. The reactants are: [C:1]([O:5][C:6]([N:8]([CH2:21][C@@H:22]1[C@@H:26]([C:27]2[CH:32]=[CH:31][CH:30]=[CH:29][CH:28]=2)[CH2:25][N:24]([C:33]([N:35]2[CH2:40][CH2:39][CH:38]([C:41]([O:43]CC)=[O:42])[CH2:37][CH2:36]2)=[O:34])[CH2:23]1)[C@@H:9]([C:11]1[C:20]2[C:15](=[CH:16][CH:17]=[CH:18][CH:19]=2)[CH:14]=[CH:13][CH:12]=1)[CH3:10])=[O:7])([CH3:4])([CH3:3])[CH3:2].[OH-].[Na+]. (2) Given the product [Cl:25][C:20]1[CH:21]=[CH:22][CH:23]=[CH:24][C:19]=1[N:17]([CH3:18])[C:15]([C:13]1[S:12][C:11]2[C:5]3[CH:4]=[CH:3][C:2]([C:29]4[CH:28]=[N:27][CH:32]=[CH:31][CH:30]=4)=[CH:26][C:6]=3[O:7][CH2:8][CH2:9][C:10]=2[CH:14]=1)=[O:16], predict the reactants needed to synthesize it. The reactants are: Br[C:2]1[CH:3]=[CH:4][C:5]2[C:11]3[S:12][C:13]([C:15]([N:17]([C:19]4[CH:24]=[CH:23][CH:22]=[CH:21][C:20]=4[Cl:25])[CH3:18])=[O:16])=[CH:14][C:10]=3[CH2:9][CH2:8][O:7][C:6]=2[CH:26]=1.[N:27]1[CH:32]=[CH:31][CH:30]=[C:29](B(O)O)[CH:28]=1. (3) Given the product [CH2:1]([CH:6]1[CH2:11][CH:10]2[CH2:9][CH:8]([CH:7]=[CH:12]2)[C:13]1=[O:14])[CH2:2][CH2:3][CH2:4][CH3:5], predict the reactants needed to synthesize it. The reactants are: [CH2:1]([C:6]1([CH:13]=[O:14])[CH2:11][CH:10]2[CH2:12][CH:7]1[CH:8]=[CH:9]2)[CH2:2][CH2:3][CH2:4][CH3:5].[Cl-].[Al+3].[Cl-].[Cl-]. (4) Given the product [Br:1][C:2]1[C:3](=[O:21])[CH2:4][C:5]2([CH2:17][CH2:18][CH2:19][CH3:20])[CH2:14][CH2:13][C:12]3[C:7](=[CH:8][CH:9]=[C:10]([O:16][CH2:31][O:32][CH3:33])[C:11]=3[Br:15])[C:6]=12, predict the reactants needed to synthesize it. The reactants are: [Br:1][C:2]1[C:3](=[O:21])[CH2:4][C:5]2([CH2:17][CH2:18][CH2:19][CH3:20])[CH2:14][CH2:13][C:12]3[C:7](=[CH:8][CH:9]=[C:10]([OH:16])[C:11]=3[Br:15])[C:6]=12.C(N(CC)C(C)C)(C)C.[CH3:31][O:32][CH2:33]Cl. (5) Given the product [Cl:8][C:9]1[CH:10]=[CH:11][C:12]2[O:17][C:16](=[O:18])[CH:15]=[C:14]([O:19][CH2:20][CH2:21][CH2:22][NH:23][C:24]([NH:31][CH3:35])=[S:41])[C:13]=2[CH:25]=1, predict the reactants needed to synthesize it. The reactants are: FC(F)(F)C(O)=O.[Cl:8][C:9]1[CH:10]=[CH:11][C:12]2[O:17][C:16](=[O:18])[CH:15]=[C:14]([O:19][CH2:20][CH2:21][CH2:22][NH:23][CH3:24])[C:13]=2[CH:25]=1.C(Cl)Cl.CC[N:31]([CH:35](C)C)C(C)C.CN=C=[S:41]. (6) Given the product [CH3:1][C:2]1[N:3]([C:37]2[CH:38]=[N:39][C:34]([O:33][CH:30]3[CH2:31][CH2:32][O:27][CH2:28][CH2:29]3)=[CH:35][CH:36]=2)[C:4](=[O:26])[C:5]([CH2:11][C:12]2[CH:17]=[CH:16][C:15]([C:18]3[C:19]([C:24]#[N:25])=[CH:20][CH:21]=[CH:22][CH:23]=3)=[CH:14][CH:13]=2)=[C:6]([CH2:8][CH2:9][CH3:10])[N:7]=1, predict the reactants needed to synthesize it. The reactants are: [CH3:1][C:2]1[NH:3][C:4](=[O:26])[C:5]([CH2:11][C:12]2[CH:17]=[CH:16][C:15]([C:18]3[C:19]([C:24]#[N:25])=[CH:20][CH:21]=[CH:22][CH:23]=3)=[CH:14][CH:13]=2)=[C:6]([CH2:8][CH2:9][CH3:10])[N:7]=1.[O:27]1[CH2:32][CH2:31][CH:30]([O:33][C:34]2[N:39]=[CH:38][C:37](B(O)O)=[CH:36][CH:35]=2)[CH2:29][CH2:28]1.N1C=CC=CC=1.C(N(CC)CC)C. (7) Given the product [Cl:8][C:9]1[N:14]=[C:13]([O:5][CH:3]2[CH2:4][O:1][CH2:2]2)[CH:12]=[CH:11][N:10]=1, predict the reactants needed to synthesize it. The reactants are: [O:1]1[CH2:4][CH:3]([OH:5])[CH2:2]1.[H-].[Na+].[Cl:8][C:9]1[N:14]=[C:13](Cl)[CH:12]=[CH:11][N:10]=1. (8) Given the product [F:1][C:2]1[CH:7]=[CH:6][C:5]([S:8]([N:12]2[C:20]3[C:15](=[CH:16][CH:17]=[CH:18][CH:19]=3)[CH:14]=[CH:13]2)(=[O:10])=[O:9])=[CH:4][CH:3]=1, predict the reactants needed to synthesize it. The reactants are: [F:1][C:2]1[CH:7]=[CH:6][C:5]([S:8](Cl)(=[O:10])=[O:9])=[CH:4][CH:3]=1.[NH:12]1[C:20]2[C:15](=[CH:16][CH:17]=[CH:18][CH:19]=2)[CH:14]=[CH:13]1. (9) Given the product [CH3:1][O:2][C:3](=[O:20])[C:4]1[CH:5]=[CH:6][C:7]([CH:10]([C:17](=[O:19])[NH:27][C:28]2[S:29][CH:30]=[CH:31][N:32]=2)[CH2:11][CH:12]2[CH2:13][CH2:14][CH2:15][CH2:16]2)=[CH:8][CH:9]=1, predict the reactants needed to synthesize it. The reactants are: [CH3:1][O:2][C:3](=[O:20])[C:4]1[CH:9]=[CH:8][C:7]([CH:10]([C:17]([OH:19])=O)[CH2:11][CH:12]2[CH2:16][CH2:15][CH2:14][CH2:13]2)=[CH:6][CH:5]=1.C(Cl)(=O)C(Cl)=O.[NH2:27][C:28]1[S:29][CH:30]=[CH:31][N:32]=1.C(N(CC)C(C)C)(C)C.